This data is from Full USPTO retrosynthesis dataset with 1.9M reactions from patents (1976-2016). The task is: Predict the reactants needed to synthesize the given product. (1) Given the product [CH3:21][O:20][CH2:19][CH2:18][O:17][CH2:16][CH2:15][O:7][C:1]1[CH:6]=[CH:5][CH:4]=[CH:3][CH:2]=1, predict the reactants needed to synthesize it. The reactants are: [C:1]1([OH:7])[CH:6]=[CH:5][CH:4]=[CH:3][CH:2]=1.C(=O)([O-])[O-].[K+].[K+].Br[CH2:15][CH2:16][O:17][CH2:18][CH2:19][O:20][CH3:21]. (2) Given the product [NH2:30][C:23]1[N:22]=[CH:21][C:20]([C:9]2[N:8]=[C:7]([N:4]3[CH2:3][CH2:2][O:1][CH2:6][CH2:5]3)[C:12]3=[CH:13][C:14]([C:16]([OH:18])=[O:17])=[CH:15][N:11]3[N:10]=2)=[C:25]([C:26]([F:29])([F:28])[F:27])[CH:24]=1, predict the reactants needed to synthesize it. The reactants are: [O:1]1[CH2:6][CH2:5][N:4]([C:7]2[C:12]3=[CH:13][C:14]([C:16]([O:18]C)=[O:17])=[CH:15][N:11]3[N:10]=[C:9]([C:20]3[CH:21]=[N:22][C:23]([NH:30]C(=O)C(C)(C)C)=[CH:24][C:25]=3[C:26]([F:29])([F:28])[F:27])[N:8]=2)[CH2:3][CH2:2]1.[OH-].[K+].C(O)(=O)C. (3) The reactants are: [Br:1][C:2]1[C:14]([CH3:15])=[CH:13][C:5]([O:6][CH2:7][C:8]([CH3:12])([CH3:11])[CH2:9][OH:10])=[CH:4][C:3]=1[CH3:16].C(N(CC)CC)C.[CH3:24][S:25](Cl)(=[O:27])=[O:26]. Given the product [CH3:24][S:25]([O:10][CH2:9][C:8]([CH3:12])([CH3:11])[CH2:7][O:6][C:5]1[CH:13]=[C:14]([CH3:15])[C:2]([Br:1])=[C:3]([CH3:16])[CH:4]=1)(=[O:27])=[O:26], predict the reactants needed to synthesize it. (4) Given the product [C:1]1([S:7]([N:10]2[C:14]3=[N:15][C:16]([O:19][CH3:20])=[CH:17][CH:18]=[C:13]3[CH:12]=[C:11]2[C:21]([O:28][S:45]([C:42]2[CH:43]=[CH:44][C:39]([CH3:59])=[CH:40][CH:41]=2)(=[O:47])=[O:46])=[CH:22][CH:23]2[CH2:24][CH2:25][CH2:26][CH2:27]2)(=[O:8])=[O:9])[CH:2]=[CH:3][CH:4]=[CH:5][CH:6]=1, predict the reactants needed to synthesize it. The reactants are: [C:1]1([S:7]([N:10]2[C:14]3=[N:15][C:16]([O:19][CH3:20])=[CH:17][CH:18]=[C:13]3[CH:12]=[C:11]2[C:21](=[O:28])[CH2:22][CH:23]2[CH2:27][CH2:26][CH2:25][CH2:24]2)(=[O:9])=[O:8])[CH:6]=[CH:5][CH:4]=[CH:3][CH:2]=1.C[Si]([N-][Si](C)(C)C)(C)C.[Li+].[C:39]1([CH3:59])[CH:44]=[CH:43][C:42]([S:45](O[S:45]([C:42]2[CH:43]=[CH:44][C:39]([CH3:59])=[CH:40][CH:41]=2)(=[O:47])=[O:46])(=[O:47])=[O:46])=[CH:41][CH:40]=1.